This data is from Catalyst prediction with 721,799 reactions and 888 catalyst types from USPTO. The task is: Predict which catalyst facilitates the given reaction. (1) Reactant: Br[C:2]1[CH:3]=[C:4]([NH:10][C@H:11]([CH2:15][C:16]2[S:17][CH:18]=[CH:19][CH:20]=2)[C:12]([NH2:14])=[O:13])[CH:5]=[CH:6][C:7]=1[C:8]#[N:9].Cl.[NH2:22][C:23]1[S:27][N:26]=[C:25]([CH3:28])[CH:24]=1.O.O.O.[O-]C1C=CC=CC=1.[Na+].CC1(C)C2C(=C(P(C3C=CC=CC=3)C3C=CC=CC=3)C=CC=2)OC2C(P(C3C=CC=CC=3)C3C=CC=CC=3)=CC=CC1=2. Product: [C:8]([C:7]1[CH:6]=[CH:5][C:4]([NH:10][C@H:11]([CH2:15][C:16]2[S:17][CH:18]=[CH:19][CH:20]=2)[C:12]([NH2:14])=[O:13])=[CH:3][C:2]=1[NH:22][C:23]1[S:27][N:26]=[C:25]([CH3:28])[CH:24]=1)#[N:9]. The catalyst class is: 62. (2) Reactant: [NH2:1][C:2]1[C:12]([NH2:13])=[CH:11][C:5]2[O:6][C:7]([F:10])([F:9])[O:8][C:4]=2[CH:3]=1.[N:14]#[C:15][Br:16]. Product: [BrH:16].[F:9][C:7]1([F:10])[O:8][C:4]2=[CH:3][C:2]3[NH:1][C:15]([NH2:14])=[N:13][C:12]=3[CH:11]=[C:5]2[O:6]1. The catalyst class is: 5. (3) Reactant: [NH2:1][C:2]1[N:10]=[CH:9][N:8]=[C:7]2[C:3]=1[N:4]=[CH:5][N:6]2[C@H:11]1[C@@H:15]2[O:16][C:17]([CH3:20])([CH3:19])[O:18][C@@H:14]2[C@@H:13]([CH2:21][N:22]([CH:37]([CH3:39])[CH3:38])[CH2:23][CH2:24][CH2:25][N:26]2C(=O)C3C(=CC=CC=3)C2=O)[O:12]1.NN.O. Product: [NH2:1][C:2]1[N:10]=[CH:9][N:8]=[C:7]2[C:3]=1[N:4]=[CH:5][N:6]2[C@H:11]1[C@@H:15]2[O:16][C:17]([CH3:19])([CH3:20])[O:18][C@@H:14]2[C@@H:13]([CH2:21][N:22]([CH:37]([CH3:39])[CH3:38])[CH2:23][CH2:24][CH2:25][NH2:26])[O:12]1. The catalyst class is: 14. (4) Reactant: [F:1][C:2]1([F:54])[CH2:7][CH2:6][CH:5]([C:8]2[C:17]3[CH:16]([O:18]CC4C=CC(OC)=CC=4)[CH2:15][C:14]([CH3:29])([CH3:28])[CH2:13][C:12]=3[N:11]=[C:10]([CH:30]3[CH2:35][CH2:34][N:33]([C:36]4[N:41]=[CH:40][CH:39]=[CH:38][N:37]=4)[CH2:32][CH2:31]3)[C:9]=2[CH:42]([F:53])[C:43]2[CH:48]=[CH:47][C:46]([C:49]([F:52])([F:51])[F:50])=[CH:45][CH:44]=2)[CH2:4][CH2:3]1.Cl.C(=O)([O-])O.[Na+]. Product: [F:54][C:2]1([F:1])[CH2:3][CH2:4][CH:5]([C:8]2[C:17]3[CH:16]([OH:18])[CH2:15][C:14]([CH3:28])([CH3:29])[CH2:13][C:12]=3[N:11]=[C:10]([CH:30]3[CH2:31][CH2:32][N:33]([C:36]4[N:41]=[CH:40][CH:39]=[CH:38][N:37]=4)[CH2:34][CH2:35]3)[C:9]=2[CH:42]([F:53])[C:43]2[CH:44]=[CH:45][C:46]([C:49]([F:50])([F:52])[F:51])=[CH:47][CH:48]=2)[CH2:6][CH2:7]1. The catalyst class is: 12. (5) Reactant: [Cl:1][C:2]1[CH:19]=[C:18]([Cl:20])[CH:17]=[CH:16][C:3]=1[O:4][C:5]1[N:12]=[C:11]([O:13][CH2:14][CH3:15])[CH:10]=[CH:9][C:6]=1[CH:7]=O.C(OP([CH2:29][C:30]([O:32][CH2:33][CH3:34])=[O:31])(OCC)=O)C.[H-].[Na+].O. Product: [Cl:1][C:2]1[CH:19]=[C:18]([Cl:20])[CH:17]=[CH:16][C:3]=1[O:4][C:5]1[C:6](/[CH:7]=[CH:29]/[C:30]([O:32][CH2:33][CH3:34])=[O:31])=[CH:9][CH:10]=[C:11]([O:13][CH2:14][CH3:15])[N:12]=1. The catalyst class is: 7. (6) Reactant: Cl[C:2]1[C:7]([C:8](=[O:11])[CH2:9][CH3:10])=[CH:6][CH:5]=[CH:4][N:3]=1.[C@]12(CS(O)(=O)=O)C(C)(C)C(CC1)CC2=O.[NH2:27][C:28]1[CH:33]=[CH:32][CH:31]=[CH:30][CH:29]=1. Product: [C:28]1([NH:27][C:2]2[C:7]([C:8](=[O:11])[CH2:9][CH3:10])=[CH:6][CH:5]=[CH:4][N:3]=2)[CH:33]=[CH:32][CH:31]=[CH:30][CH:29]=1. The catalyst class is: 258. (7) Reactant: [Cl:1][C:2]1[CH:7]=[C:6]([C:8]#[CH:9])[CH:5]=[C:4]([Cl:10])[CH:3]=1.C([Li])CCC.CON(C)[C:19]([C:21]1[CH:22]=[N:23][C:24]2[C:29]([CH:30]=1)=[CH:28][CH:27]=[CH:26][CH:25]=2)=[O:20]. Product: [Cl:1][C:2]1[CH:7]=[C:6]([C:8]#[C:9][C:19]([C:21]2[CH:22]=[N:23][C:24]3[C:29]([CH:30]=2)=[CH:28][CH:27]=[CH:26][CH:25]=3)=[O:20])[CH:5]=[C:4]([Cl:10])[CH:3]=1. The catalyst class is: 1.